This data is from Plasma protein binding rate (PPBR) regression data from AstraZeneca. The task is: Regression/Classification. Given a drug SMILES string, predict its absorption, distribution, metabolism, or excretion properties. Task type varies by dataset: regression for continuous measurements (e.g., permeability, clearance, half-life) or binary classification for categorical outcomes (e.g., BBB penetration, CYP inhibition). For this dataset (ppbr_az), we predict Y. (1) The compound is COc1cc(C(=O)OCCCCNC(=N)N)cc(OC)c1O. The Y is 38.1 %. (2) The compound is CN1C(=N)N[C@](C)(c2cc(-c3cccc(C#N)c3)cs2)CC1=O. The Y is 91.6 %. (3) The compound is COC(=O)N[C@@H](C)C#Cc1cnc(Oc2ccc(OC(C)C)cc2)s1. The Y is 99.7 %.